From a dataset of Catalyst prediction with 721,799 reactions and 888 catalyst types from USPTO. Predict which catalyst facilitates the given reaction. (1) Reactant: C1(COC(=O)[NH:10][CH2:11][C@@H:12]2[C@H:16]([OH:17])[CH2:15][N:14]([CH2:18][CH:19]3[C:29]4=[C:30]5[C:25](=[CH:26][CH:27]=[C:28]4[F:31])[CH:24]=[CH:23][C:22](=[O:32])[N:21]5[CH2:20]3)[CH2:13]2)C=CC=CC=1. Product: [NH2:10][CH2:11][C@@H:12]1[C@H:16]([OH:17])[CH2:15][N:14]([CH2:18][CH:19]2[C:29]3=[C:30]4[C:25](=[CH:26][CH:27]=[C:28]3[F:31])[CH:24]=[CH:23][C:22](=[O:32])[N:21]4[CH2:20]2)[CH2:13]1. The catalyst class is: 19. (2) Reactant: N#N.[Br:3][C:4]1[CH:30]=[CH:29][C:7]2[NH:8][C:9]([C@H:11]([NH:21]C(=O)OC(C)(C)C)[CH2:12][C:13]3[CH:18]=[CH:17][C:16]([O:19][CH3:20])=[CH:15][CH:14]=3)=[N:10][C:6]=2[CH:5]=1.[ClH:31]. Product: [ClH:31].[ClH:31].[Br:3][C:4]1[CH:30]=[CH:29][C:7]2[NH:8][C:9]([C@H:11]([NH2:21])[CH2:12][C:13]3[CH:14]=[CH:15][C:16]([O:19][CH3:20])=[CH:17][CH:18]=3)=[N:10][C:6]=2[CH:5]=1. The catalyst class is: 135. (3) Reactant: [N+:1]([C:4]1[CH:9]=[CH:8][C:7]([C:10]2[CH:15]=[CH:14][C:13]([C:16]([OH:18])=O)=[CH:12][CH:11]=2)=[CH:6][CH:5]=1)([O-:3])=[O:2].C(Cl)(=O)C(Cl)=O.Cl.[NH2:26][C@H:27]([C:31]([O:33][CH3:34])=[O:32])[CH:28]([CH3:30])[CH3:29].C(N(CC)CC)C. Product: [N+:1]([C:4]1[CH:5]=[CH:6][C:7]([C:10]2[CH:11]=[CH:12][C:13]([C:16]([NH:26][C@H:27]([C:31]([O:33][CH3:34])=[O:32])[CH:28]([CH3:30])[CH3:29])=[O:18])=[CH:14][CH:15]=2)=[CH:8][CH:9]=1)([O-:3])=[O:2]. The catalyst class is: 306. (4) Reactant: [Cl:1][C:2]1[CH:10]=[CH:9][C:5]([C:6]([OH:8])=O)=[C:4]([NH:11][S:12]([C:15]2[CH:20]=[CH:19][C:18]([Cl:21])=[C:17]([C:22]([F:25])([F:24])[F:23])[CH:16]=2)(=[O:14])=[O:13])[CH:3]=1.[CH3:26][NH2:27].CCCP1(OP(CCC)(=O)OP(CCC)(=O)O1)=[O:32].C([N:49]([CH2:53][CH3:54])[CH:50]([CH3:52])[CH3:51])(C)C. Product: [CH3:26][NH:27][C:52]([CH:50]1[CH2:51][CH2:54][CH2:53][N:49]1[C:6](=[O:8])[C:5]1[CH:9]=[CH:10][C:2]([Cl:1])=[CH:3][C:4]=1[NH:11][S:12]([C:15]1[CH:20]=[CH:19][C:18]([Cl:21])=[C:17]([C:22]([F:25])([F:23])[F:24])[CH:16]=1)(=[O:14])=[O:13])=[O:32]. The catalyst class is: 76. (5) Reactant: Br[CH2:2][C:3]1[CH:8]=[CH:7][C:6]([O:9][CH3:10])=[CH:5][CH:4]=1.[Br:11][C:12]1[CH:13]=[CH:14][C:15]([OH:21])=[C:16]([CH:20]=1)[C:17]([OH:19])=[O:18].[C:22](=[O:25])([O-])[O-].[K+].[K+]. Product: [Br:11][C:12]1[CH:13]=[CH:14][C:15]([O:21][CH2:2][C:3]2[CH:8]=[CH:7][C:6]([O:25][CH3:22])=[CH:5][CH:4]=2)=[C:16]([CH:20]=1)[C:17]([O:19][CH2:2][C:3]1[CH:8]=[CH:7][C:6]([O:9][CH3:10])=[CH:5][CH:4]=1)=[O:18]. The catalyst class is: 21. (6) Reactant: Cl[C:2]1[N:7]=[CH:6][C:5]([C:8]2[CH:13]=[CH:12][N:11]=[C:10]([NH:14][C:15]3[CH:16]=[C:17]([NH:22][C:23](=[O:34])[C:24]4[CH:29]=[CH:28][CH:27]=[C:26]([C:30]([F:33])([F:32])[F:31])[CH:25]=4)[CH:18]=[CH:19][C:20]=3[CH3:21])[N:9]=2)=[CH:4][CH:3]=1.[N:35]1[CH:40]=[CH:39][CH:38]=[C:37]([OH:41])[CH:36]=1.C1OCCOCCOCCOCCOCCOC1.[OH-].[K+]. Product: [CH3:21][C:20]1[CH:19]=[CH:18][C:17]([NH:22][C:23](=[O:34])[C:24]2[CH:29]=[CH:28][CH:27]=[C:26]([C:30]([F:31])([F:32])[F:33])[CH:25]=2)=[CH:16][C:15]=1[NH:14][C:10]1[N:9]=[C:8]([C:5]2[CH:6]=[N:7][C:2]([O:41][C:37]3[CH:36]=[N:35][CH:40]=[CH:39][CH:38]=3)=[CH:3][CH:4]=2)[CH:13]=[CH:12][N:11]=1. The catalyst class is: 93.